Dataset: Full USPTO retrosynthesis dataset with 1.9M reactions from patents (1976-2016). Task: Predict the reactants needed to synthesize the given product. (1) Given the product [CH3:12][O:11][C:10]1[C:2]2[N:1]=[C:28]([C:27]3[CH:30]=[CH:31][C:24]([O:23][CH2:22][CH2:21][CH2:20][N:15]4[CH2:19][CH2:18][CH2:17][CH2:16]4)=[CH:25][CH:26]=3)[N:14]([CH3:13])[C:4](=[O:6])[C:3]=2[CH:7]=[CH:8][N:9]=1, predict the reactants needed to synthesize it. The reactants are: [NH2:1][C:2]1[C:10]([O:11][CH3:12])=[N:9][CH:8]=[CH:7][C:3]=1[C:4]([OH:6])=O.[CH3:13][NH2:14].[N:15]1([CH2:20][CH2:21][CH2:22][O:23][C:24]2[CH:31]=[CH:30][C:27]([CH:28]=O)=[CH:26][CH:25]=2)[CH2:19][CH2:18][CH2:17][CH2:16]1. (2) Given the product [NH:24]1[CH2:25][CH:22]([C:11]2[N:10]([C@H:7]3[CH2:6][CH2:5][C@H:4]([CH2:3][C:1]#[N:2])[CH2:9][CH2:8]3)[C:14]3=[C:15]4[S:21][CH:20]=[CH:19][C:16]4=[N:17][CH:18]=[C:13]3[N:12]=2)[CH2:23]1, predict the reactants needed to synthesize it. The reactants are: [C:1]([CH2:3][C@H:4]1[CH2:9][CH2:8][C@H:7]([N:10]2[C:14]3=[C:15]4[S:21][CH:20]=[CH:19][C:16]4=[N:17][CH:18]=[C:13]3[N:12]=[C:11]2[CH:22]2[CH2:25][N:24](C([O-])=O)[CH2:23]2)[CH2:6][CH2:5]1)#[N:2].FC(F)(F)C(O)=O.